This data is from Serine/threonine kinase 33 screen with 319,792 compounds. The task is: Binary Classification. Given a drug SMILES string, predict its activity (active/inactive) in a high-throughput screening assay against a specified biological target. (1) The molecule is Clc1c(/C=C\C(=O)NCCc2ccccc2)c(Cl)ccc1. The result is 0 (inactive). (2) The compound is S(=O)(=O)(N1C(CCC1)C(OCc1ccccc1)=O)c1ccc(cc1)C. The result is 0 (inactive). (3) The drug is Clc1cc(S(=O)(=O)N2CCOCC2)ccc1OCC(=O)NC(C(C)C)C. The result is 0 (inactive). (4) The molecule is s1c(C(=O)N2CCCc3c2ccc(NC(=O)c2cc(F)ccc2)c3)ccc1. The result is 0 (inactive). (5) The drug is O=C1N(Cc2c1c(ccc2)C(O)=O)CC(OCC)=O. The result is 0 (inactive). (6) The compound is O(Cc1c(OC)ccc(c1)/C=N\n1ncnc1)c1ccc(NC(=O)C)cc1. The result is 0 (inactive).